From a dataset of Peptide-MHC class I binding affinity with 185,985 pairs from IEDB/IMGT. Regression. Given a peptide amino acid sequence and an MHC pseudo amino acid sequence, predict their binding affinity value. This is MHC class I binding data. The peptide sequence is STTSTGPCR. The MHC is Patr-A0301 with pseudo-sequence Patr-A0301. The binding affinity (normalized) is 0.569.